From a dataset of NCI-60 drug combinations with 297,098 pairs across 59 cell lines. Regression. Given two drug SMILES strings and cell line genomic features, predict the synergy score measuring deviation from expected non-interaction effect. (1) Drug 1: CCCCCOC(=O)NC1=NC(=O)N(C=C1F)C2C(C(C(O2)C)O)O. Drug 2: C1C(C(OC1N2C=NC(=NC2=O)N)CO)O. Cell line: SK-MEL-28. Synergy scores: CSS=-7.04, Synergy_ZIP=2.21, Synergy_Bliss=-2.44, Synergy_Loewe=-4.76, Synergy_HSA=-6.22. (2) Drug 1: CN1CCC(CC1)COC2=C(C=C3C(=C2)N=CN=C3NC4=C(C=C(C=C4)Br)F)OC. Drug 2: CN1C2=C(C=C(C=C2)N(CCCl)CCCl)N=C1CCCC(=O)O.Cl. Cell line: U251. Synergy scores: CSS=29.7, Synergy_ZIP=-1.31, Synergy_Bliss=5.19, Synergy_Loewe=-0.708, Synergy_HSA=5.11. (3) Cell line: SW-620. Drug 2: C1=CC(=CC=C1C#N)C(C2=CC=C(C=C2)C#N)N3C=NC=N3. Drug 1: CC1=C(C=C(C=C1)NC2=NC=CC(=N2)N(C)C3=CC4=NN(C(=C4C=C3)C)C)S(=O)(=O)N.Cl. Synergy scores: CSS=-6.22, Synergy_ZIP=6.94, Synergy_Bliss=-0.694, Synergy_Loewe=-9.57, Synergy_HSA=-11.1. (4) Drug 1: CC12CCC3C(C1CCC2O)C(CC4=C3C=CC(=C4)O)CCCCCCCCCS(=O)CCCC(C(F)(F)F)(F)F. Drug 2: CC(C)(C#N)C1=CC(=CC(=C1)CN2C=NC=N2)C(C)(C)C#N. Cell line: IGROV1. Synergy scores: CSS=-0.858, Synergy_ZIP=-0.777, Synergy_Bliss=-2.26, Synergy_Loewe=-2.31, Synergy_HSA=-2.23. (5) Drug 1: C1=CC(=CC=C1CC(C(=O)O)N)N(CCCl)CCCl.Cl. Drug 2: CC1=C2C(C(=O)C3(C(CC4C(C3C(C(C2(C)C)(CC1OC(=O)C(C(C5=CC=CC=C5)NC(=O)C6=CC=CC=C6)O)O)OC(=O)C7=CC=CC=C7)(CO4)OC(=O)C)O)C)OC(=O)C. Cell line: SK-MEL-28. Synergy scores: CSS=18.5, Synergy_ZIP=-2.78, Synergy_Bliss=2.69, Synergy_Loewe=-14.7, Synergy_HSA=0.866. (6) Drug 1: C1CCN(CC1)CCOC2=CC=C(C=C2)C(=O)C3=C(SC4=C3C=CC(=C4)O)C5=CC=C(C=C5)O. Drug 2: CS(=O)(=O)CCNCC1=CC=C(O1)C2=CC3=C(C=C2)N=CN=C3NC4=CC(=C(C=C4)OCC5=CC(=CC=C5)F)Cl. Cell line: EKVX. Synergy scores: CSS=10.5, Synergy_ZIP=0.494, Synergy_Bliss=2.66, Synergy_Loewe=-3.11, Synergy_HSA=-0.358.